From a dataset of Reaction yield outcomes from USPTO patents with 853,638 reactions. Predict the reaction yield, written as a fraction of the theoretical maximum amount of product (1.0 means a 100% yield; for example, 0.34 means a 34% yield). (1) The reactants are [CH2:1]([N:4]1[C:8]([C:9]2[CH:10]=[C:11]([C:14]([O:16][CH3:17])=[O:15])[S:12][CH:13]=2)=[CH:7][CH:6]=[N:5]1)[CH2:2][CH3:3].C1C(=O)N([Cl:25])C(=O)C1. The catalyst is C1COCC1. The product is [Cl:25][C:7]1[CH:6]=[N:5][N:4]([CH2:1][CH2:2][CH3:3])[C:8]=1[C:9]1[CH:10]=[C:11]([C:14]([O:16][CH3:17])=[O:15])[S:12][CH:13]=1. The yield is 0.700. (2) The reactants are [OH:1][C:2]1[CH:11]=[CH:10][C:9]2[C:4](=[CH:5][CH:6]=[C:7]([O:12][CH3:13])[CH:8]=2)[C:3]=1[C:14]([C:16]1[CH:21]=[CH:20][C:19]([O:22][CH2:23][CH2:24][N:25]2[CH2:30][CH2:29][CH2:28][CH2:27][CH2:26]2)=[CH:18][CH:17]=1)=[O:15].N#N.N1C=CC=CC=1.[F:39][C:40]([F:46])([F:45])[S:41](Cl)(=[O:43])=[O:42]. The catalyst is C(Cl)Cl. The product is [CH3:13][O:12][C:7]1[CH:8]=[C:9]2[C:4](=[CH:5][CH:6]=1)[C:3]([C:14](=[O:15])[C:16]1[CH:21]=[CH:20][C:19]([O:22][CH2:23][CH2:24][N:25]3[CH2:30][CH2:29][CH2:28][CH2:27][CH2:26]3)=[CH:18][CH:17]=1)=[C:2]([O:1][S:41]([C:40]([F:46])([F:45])[F:39])(=[O:43])=[O:42])[CH:11]=[CH:10]2. The yield is 1.00. (3) The reactants are [C:1]([O:5][C:6]([N:8]1[CH:12]=[CH:11][C:10]([CH2:13][CH2:14][CH2:15][C:16]([OH:18])=[O:17])=[N:9]1)=[O:7])([CH3:4])([CH3:3])[CH3:2].C(=O)([O-])[O-].[K+].[K+].[CH2:25](Br)[C:26]1[CH:31]=[CH:30][CH:29]=[CH:28][CH:27]=1. The catalyst is CN(C=O)C. The product is [CH2:25]([O:17][C:16](=[O:18])[CH2:15][CH2:14][CH2:13][C:10]1[CH:11]=[CH:12][N:8]([C:6]([O:5][C:1]([CH3:4])([CH3:2])[CH3:3])=[O:7])[N:9]=1)[C:26]1[CH:31]=[CH:30][CH:29]=[CH:28][CH:27]=1. The yield is 0.684. (4) The reactants are [C:1]([C:3]1([C:7]2[CH:8]=[C:9]([CH:14]=[CH:15][CH:16]=2)[C:10]([O:12]C)=[O:11])[CH2:6][CH2:5][CH2:4]1)#[N:2].O.[OH-].[Li+].O1CCCC1.CO. The catalyst is O. The product is [C:1]([C:3]1([C:7]2[CH:8]=[C:9]([CH:14]=[CH:15][CH:16]=2)[C:10]([OH:12])=[O:11])[CH2:4][CH2:5][CH2:6]1)#[N:2]. The yield is 0.860. (5) The reactants are [CH3:1][C:2]1([CH3:23])[O:7][C:6]2[CH:8]=[CH:9][C:10]([CH:12](O)[CH2:13][NH:14][C:15](=[O:21])[O:16]C(C)(C)C)=[CH:11][C:5]=2[CH2:4][O:3]1.[H-].[Na+]. The catalyst is CN(C)C=O. The product is [CH3:23][C:2]1([CH3:1])[O:7][C:6]2[CH:8]=[CH:9][C:10]([CH:12]3[O:16][C:15](=[O:21])[NH:14][CH2:13]3)=[CH:11][C:5]=2[CH2:4][O:3]1. The yield is 0.560. (6) The reactants are [CH:1]1([CH:4]([C:18]2[CH:23]=[CH:22][CH:21]=[CH:20][CH:19]=2)[NH:5][C:6]([C:8]2[CH:9]=[C:10]3[C:14](=[CH:15][CH:16]=2)[NH:13][N:12]=[C:11]3I)=[O:7])[CH2:3][CH2:2]1.[CH3:24][O:25][C:26]1[CH:40]=[C:39](B2OC(C)(C)C(C)(C)O2)[CH:38]=[CH:37][C:27]=1[O:28][CH:29]1[CH2:34][CH2:33][N:32]([CH:35]=[O:36])[CH2:31][CH2:30]1.C([O-])([O-])=O.[Na+].[Na+]. The catalyst is C1C=CC([P]([Pd]([P](C2C=CC=CC=2)(C2C=CC=CC=2)C2C=CC=CC=2)([P](C2C=CC=CC=2)(C2C=CC=CC=2)C2C=CC=CC=2)[P](C2C=CC=CC=2)(C2C=CC=CC=2)C2C=CC=CC=2)(C2C=CC=CC=2)C2C=CC=CC=2)=CC=1.C1(C)C=CC=CC=1.CCO. The product is [CH:1]1([CH:4]([C:18]2[CH:23]=[CH:22][CH:21]=[CH:20][CH:19]=2)[NH:5][C:6]([C:8]2[CH:9]=[C:10]3[C:14](=[CH:15][CH:16]=2)[NH:13][N:12]=[C:11]3[C:39]2[CH:38]=[CH:37][C:27]([O:28][CH:29]3[CH2:34][CH2:33][N:32]([CH:35]=[O:36])[CH2:31][CH2:30]3)=[C:26]([O:25][CH3:24])[CH:40]=2)=[O:7])[CH2:3][CH2:2]1. The yield is 0.200. (7) The reactants are [OH:1][CH:2]([C:17]1[N:18]=[CH:19][N:20]([C:22]([C:35]2[CH:40]=[CH:39][CH:38]=[CH:37][CH:36]=2)([C:29]2[CH:34]=[CH:33][CH:32]=[CH:31][CH:30]=2)[C:23]2[CH:28]=[CH:27][CH:26]=[CH:25][CH:24]=2)[CH:21]=1)[C:3]1[CH:4]=[C:5]2[C:10](=[CH:11][CH:12]=1)[CH:9]=[C:8]([C:13]([NH:15][CH3:16])=[O:14])[CH:7]=[CH:6]2.CN(C)C(=O)C.C(OC(C)C)(C)C. The catalyst is [O-2].[O-2].[Mn+4].C(OCC)(=O)C. The product is [CH3:16][NH:15][C:13]([C:8]1[CH:7]=[CH:6][C:5]2[C:10](=[CH:11][CH:12]=[C:3]([C:2]([C:17]3[N:18]=[CH:19][N:20]([C:22]([C:23]4[CH:28]=[CH:27][CH:26]=[CH:25][CH:24]=4)([C:29]4[CH:30]=[CH:31][CH:32]=[CH:33][CH:34]=4)[C:35]4[CH:40]=[CH:39][CH:38]=[CH:37][CH:36]=4)[CH:21]=3)=[O:1])[CH:4]=2)[CH:9]=1)=[O:14]. The yield is 0.820.